From a dataset of NCI-60 drug combinations with 297,098 pairs across 59 cell lines. Regression. Given two drug SMILES strings and cell line genomic features, predict the synergy score measuring deviation from expected non-interaction effect. (1) Drug 1: CN(C)N=NC1=C(NC=N1)C(=O)N. Drug 2: CC12CCC3C(C1CCC2OP(=O)(O)O)CCC4=C3C=CC(=C4)OC(=O)N(CCCl)CCCl.[Na+]. Cell line: U251. Synergy scores: CSS=2.13, Synergy_ZIP=-4.66, Synergy_Bliss=-7.22, Synergy_Loewe=-8.94, Synergy_HSA=-5.93. (2) Drug 1: COC1=C(C=C2C(=C1)N=CN=C2NC3=CC(=C(C=C3)F)Cl)OCCCN4CCOCC4. Cell line: MOLT-4. Drug 2: C1CN(P(=O)(OC1)NCCCl)CCCl. Synergy scores: CSS=28.9, Synergy_ZIP=-6.53, Synergy_Bliss=1.47, Synergy_Loewe=-4.93, Synergy_HSA=2.68. (3) Drug 1: COC1=C(C=C2C(=C1)N=CN=C2NC3=CC(=C(C=C3)F)Cl)OCCCN4CCOCC4. Drug 2: C1CN(CCN1C(=O)CCBr)C(=O)CCBr. Cell line: SK-MEL-2. Synergy scores: CSS=32.1, Synergy_ZIP=5.14, Synergy_Bliss=7.57, Synergy_Loewe=-11.1, Synergy_HSA=3.94.